Dataset: NCI-60 drug combinations with 297,098 pairs across 59 cell lines. Task: Regression. Given two drug SMILES strings and cell line genomic features, predict the synergy score measuring deviation from expected non-interaction effect. (1) Drug 1: COC1=NC(=NC2=C1N=CN2C3C(C(C(O3)CO)O)O)N. Drug 2: C1C(C(OC1N2C=NC3=C2NC=NCC3O)CO)O. Cell line: NCI-H460. Synergy scores: CSS=2.35, Synergy_ZIP=-0.226, Synergy_Bliss=1.98, Synergy_Loewe=-0.669, Synergy_HSA=-1.58. (2) Drug 1: C1=NC2=C(N=C(N=C2N1C3C(C(C(O3)CO)O)O)F)N. Drug 2: C1CCC(C(C1)N)N.C(=O)(C(=O)[O-])[O-].[Pt+4]. Cell line: SW-620. Synergy scores: CSS=34.6, Synergy_ZIP=-0.471, Synergy_Bliss=-0.781, Synergy_Loewe=-12.9, Synergy_HSA=1.75. (3) Drug 1: CC1=C(C=C(C=C1)NC2=NC=CC(=N2)N(C)C3=CC4=NN(C(=C4C=C3)C)C)S(=O)(=O)N.Cl. Drug 2: N.N.Cl[Pt+2]Cl. Cell line: T-47D. Synergy scores: CSS=0.146, Synergy_ZIP=-0.899, Synergy_Bliss=4.46, Synergy_Loewe=3.14, Synergy_HSA=3.11.